This data is from Forward reaction prediction with 1.9M reactions from USPTO patents (1976-2016). The task is: Predict the product of the given reaction. (1) Given the reactants [CH3:1][C@H:2]([NH2:7])[C:3]([CH3:6])([CH3:5])[CH3:4].[CH3:8][C:9]([CH3:40])([CH3:39])[CH2:10][NH:11][C:12]([C:14]1[CH:19]=[CH:18][C:17]([C:20]2[C:25]([CH3:26])=[C:24]([F:27])[CH:23]=[C:22]([C:28](O)=[O:29])[CH:21]=2)=[C:16]([C:31]([NH:33][C:34]2[S:35][CH:36]=[CH:37][N:38]=2)=[O:32])[CH:15]=1)=[O:13].CCN=C=NCCCN(C)C, predict the reaction product. The product is: [CH3:8][C:9]([CH3:40])([CH3:39])[CH2:10][NH:11][C:12]([C:14]1[CH:15]=[C:16]([C:31]([NH:33][C:34]2[S:35][CH:36]=[CH:37][N:38]=2)=[O:32])[C:17]([C:20]2[C:25]([CH3:26])=[C:24]([F:27])[CH:23]=[C:22]([C:28]([NH:7][C@@H:2]([CH3:1])[C:3]([CH3:6])([CH3:5])[CH3:4])=[O:29])[CH:21]=2)=[CH:18][CH:19]=1)=[O:13]. (2) Given the reactants [CH:1]([N:4]1[CH2:9][CH2:8][CH:7]([NH:10][C:11]([C:13]2[NH:17][C:16]3[CH:18]=[CH:19][C:20]([S:22]([CH2:25][CH2:26][OH:27])(=[O:24])=[O:23])=[CH:21][C:15]=3[N:14]=2)=[O:12])[CH2:6][CH2:5]1)([CH3:3])[CH3:2].Br[CH2:29][C:30]([NH:32][C:33]1[CH:38]=[CH:37][C:36]([Cl:39])=[CH:35][N:34]=1)=[O:31].CC#N.O, predict the reaction product. The product is: [CH:1]([N:4]1[CH2:5][CH2:6][CH:7]([NH:10][C:11]([C:13]2[N:17]([CH2:29][C:30](=[O:31])[NH:32][C:33]3[CH:38]=[CH:37][C:36]([Cl:39])=[CH:35][N:34]=3)[C:16]3[CH:18]=[CH:19][C:20]([S:22]([CH2:25][CH2:26][OH:27])(=[O:23])=[O:24])=[CH:21][C:15]=3[N:14]=2)=[O:12])[CH2:8][CH2:9]1)([CH3:3])[CH3:2].[CH:1]([N:4]1[CH2:5][CH2:6][CH:7]([NH:10][C:11]([C:13]2[N:14]([CH2:29][C:30](=[O:31])[NH:32][C:33]3[CH:38]=[CH:37][C:36]([Cl:39])=[CH:35][N:34]=3)[C:15]3[CH:21]=[C:20]([S:22]([CH2:25][CH2:26][OH:27])(=[O:23])=[O:24])[CH:19]=[CH:18][C:16]=3[N:17]=2)=[O:12])[CH2:8][CH2:9]1)([CH3:3])[CH3:2]. (3) Given the reactants [I-].C[P+]([C:16]1[CH:21]=[CH:20][CH:19]=[CH:18][CH:17]=1)([C:16]1[CH:21]=[CH:20][CH:19]=[CH:18][CH:17]=1)[C:16]1[CH:21]=[CH:20][CH:19]=[CH:18][CH:17]=1.[CH2:22]([Li])CCC.[O:27]1[CH2:31]CC[CH2:28]1, predict the reaction product. The product is: [CH2:22]=[C:16]1[CH2:17][CH2:18][C:19]2([CH2:31][O:27][CH2:28]2)[CH2:20][CH2:21]1.